This data is from Reaction yield outcomes from USPTO patents with 853,638 reactions. The task is: Predict the reaction yield, written as a fraction of the theoretical maximum amount of product (1.0 means a 100% yield; for example, 0.34 means a 34% yield). (1) The reactants are [CH:1](=O)[C:2]1[CH:7]=[CH:6][CH:5]=[CH:4][CH:3]=1.C(O)(=O)C.CO.[NH2:15][C:16]1[CH:50]=[CH:49][C:19]([CH2:20][N:21]2[C:27]3[CH:28]=[CH:29][CH:30]=[CH:31][C:26]=3[N:25]([C:32]3[CH:37]=[CH:36][C:35]([CH2:38][NH:39][C:40]([O:42][C:43]([CH3:46])([CH3:45])[CH3:44])=[O:41])=[CH:34][CH:33]=3)[C:24](=[O:47])[CH2:23][C:22]2=[O:48])=[CH:18][CH:17]=1. The catalyst is C(OCC)C. The product is [CH:1](=[N:15][C:16]1[CH:17]=[CH:18][C:19]([CH2:20][N:21]2[C:27]3[CH:28]=[CH:29][CH:30]=[CH:31][C:26]=3[N:25]([C:32]3[CH:37]=[CH:36][C:35]([CH2:38][NH:39][C:40]([O:42][C:43]([CH3:46])([CH3:44])[CH3:45])=[O:41])=[CH:34][CH:33]=3)[C:24](=[O:47])[CH2:23][C:22]2=[O:48])=[CH:49][CH:50]=1)[C:2]1[CH:7]=[CH:6][CH:5]=[CH:4][CH:3]=1. The yield is 0.810. (2) The reactants are P(Cl)(Cl)([Cl:3])=O.[Cl:6][C:7]1[NH:8][CH:9]=[CH:10][C:11](=O)[C:12]=1[C:13]#[N:14]. No catalyst specified. The product is [Cl:6][C:7]1[N:8]=[CH:9][CH:10]=[C:11]([Cl:3])[C:12]=1[C:13]#[N:14]. The yield is 0.630. (3) The reactants are [NH2:1][C:2]1[N:3]([CH3:24])[C:4](=[O:23])[C:5]2([C:15]3[C:10](=[CH:11][CH:12]=[C:13](Br)[CH:14]=3)[O:9][CH:8]([C:17]3[CH:22]=[CH:21][CH:20]=[CH:19][CH:18]=3)[CH2:7]2)[N:6]=1.[CH2:25]([N:27]([CH2:39][CH3:40])[C:28]([C:30]1[CH:35]=[CH:34][C:33](B(O)O)=[CH:32][CH:31]=1)=[O:29])[CH3:26]. The catalyst is O1CCOCC1.C([O-])([O-])=O.[Cs+].[Cs+].Cl[Pd](Cl)([P](C1C=CC=CC=1)(C1C=CC=CC=1)C1C=CC=CC=1)[P](C1C=CC=CC=1)(C1C=CC=CC=1)C1C=CC=CC=1. The product is [NH2:1][C:2]1[N:3]([CH3:24])[C:4](=[O:23])[C:5]2([C:15]3[C:10](=[CH:11][CH:12]=[C:13]([C:33]4[CH:34]=[CH:35][C:30]([C:28]([N:27]([CH2:25][CH3:26])[CH2:39][CH3:40])=[O:29])=[CH:31][CH:32]=4)[CH:14]=3)[O:9][CH:8]([C:17]3[CH:22]=[CH:21][CH:20]=[CH:19][CH:18]=3)[CH2:7]2)[N:6]=1. The yield is 0.280.